Dataset: Peptide-MHC class II binding affinity with 134,281 pairs from IEDB. Task: Regression. Given a peptide amino acid sequence and an MHC pseudo amino acid sequence, predict their binding affinity value. This is MHC class II binding data. The peptide sequence is APEVKYTVFETAKKK. The MHC is HLA-DQA10501-DQB10201 with pseudo-sequence HLA-DQA10501-DQB10201. The binding affinity (normalized) is 0.229.